Binary Classification. Given a miRNA mature sequence and a target amino acid sequence, predict their likelihood of interaction. From a dataset of Experimentally validated miRNA-target interactions with 360,000+ pairs, plus equal number of negative samples. (1) The miRNA is hsa-miR-15b-5p with sequence UAGCAGCACAUCAUGGUUUACA. The protein sequence of the target gene is MELSAVGERVFAAESIIKRRIRKGRIEYLVKWKGWAIKYSTWEPEENILDSRLIAAFEQKERERELYGPKKRGPKPKTFLLKARAQAEALRISDVHFSVKPSASASSPKLHSSAAVHRLKKDIRRCHRMSRRPLPRPDPQGGSPGLRPPISPFSETVRIINRKVKPREPKRNRIILNLKVIDKGPGGGSTAQGTGALARPKVPSRNRVIGKSKKFSESMLRTQIRHMKFGTFALYKPPPAPLAPSTAGKADVASSGPGLLLATPAAAPFDAHSSSSSGCPSPTLQSSDPDDAPPKLLPET.... Result: 0 (no interaction). (2) The miRNA is mmu-miR-30e-5p with sequence UGUAAACAUCCUUGACUGGAAG. The protein sequence of the target gene is MSWRGRSTYYWPRPRRYVQPPEMIGPMRPEQFSDEVEPATPEEGEPATQCQDPAAAQKGEDEGASAGQGPKPEAHSQEQGHPQTGCECEDGPDGQEMDPPNPEEVKTPEEGEKQSQC. Result: 0 (no interaction). (3) The miRNA is mmu-miR-3473c with sequence UCUCUCCAGCCCCCAUAAUAAG. Result: 1 (interaction). The protein sequence of the target gene is MATLIFVDKDNEEPGRRLASKDGLKLGTGVKALDGKLQVSTPRVGKVFNAPAVPKASRKALGTVNRVAEKPMKTGKPLQPKQPTLTGKKITEKSTKTQSSVPAPDDAYPEIEKFFPFNPLDFESFDLPEEHQISLLPLNGVPLMTLNEERGLEKLLHLGPPSPLKTPFLSWESDPLYSPPSALSTLDVELPPVCYDADI. (4) The miRNA is hsa-miR-20a-5p with sequence UAAAGUGCUUAUAGUGCAGGUAG. The protein sequence of the target gene is MFGPAKGRHFGVHPAPGFPGGVSQQAAGTKAGPAGAWPVGSRTDTMWRLRCKAKDGTHVLQGLSSRTRVRELQGQIAAITGIAPGGQRILVGYPPECLDLSNGDTILEDLPIQSGDMLIIEEDQTRPRSSPAFTKRGASSYVRETLPVLTRTVVPADNSCLFTSVYYVVEGGVLNPACAPEMRRLIAQIVASDPDFYSEAILGKTNQEYCDWIKRDDTWGGAIEISILSKFYQCEICVVDTQTVRIDRFGEDAGYTKRVLLIYDGIHYDPLQRNFPDPDTPPLTIFSSNDDIVLVQALEL.... Result: 1 (interaction).